This data is from Forward reaction prediction with 1.9M reactions from USPTO patents (1976-2016). The task is: Predict the product of the given reaction. Given the reactants [N+:1]([C:4]1[CH:13]=[CH:12][CH:11]=[C:10]2[C:5]=1[CH:6]=[CH:7]O[C:9]2=[O:14])([O-:3])=[O:2].[NH2:15][CH2:16][C@@H:17]1[CH2:21][CH2:20][CH2:19][N:18]1[C:22]([O:24][C:25]([CH3:28])([CH3:27])[CH3:26])=[O:23].CO, predict the reaction product. The product is: [N+:1]([C:4]1[CH:13]=[CH:12][CH:11]=[C:10]2[C:5]=1[CH:6]=[CH:7][N:15]([CH2:16][C@@H:17]1[CH2:21][CH2:20][CH2:19][N:18]1[C:22]([O:24][C:25]([CH3:28])([CH3:27])[CH3:26])=[O:23])[C:9]2=[O:14])([O-:3])=[O:2].